Task: Predict the reactants needed to synthesize the given product.. Dataset: Full USPTO retrosynthesis dataset with 1.9M reactions from patents (1976-2016) (1) Given the product [NH2:14][N:6]1[C:7]2[C:12](=[CH:11][CH:10]=[CH:9][CH:8]=2)[CH:13]=[C:5]1[C:3]([NH2:16])=[O:2], predict the reactants needed to synthesize it. The reactants are: C[O:2][C:3]([C:5]1[N:6]([NH2:14])[C:7]2[C:12]([CH:13]=1)=[CH:11][CH:10]=[CH:9][CH:8]=2)=O.[OH-].[NH4+:16]. (2) Given the product [C:1]([O:4][CH2:5][C:6]1[C:11]([N:12]2[CH2:24][CH2:23][N:15]3[C:16]4[CH2:17][CH2:18][CH2:19][CH2:20][C:21]=4[CH:22]=[C:14]3[C:13]2=[O:25])=[CH:10][C:9]([F:26])=[CH:8][C:7]=1[C:27]1[N:35]=[C:34]2[C:30]([N:31]=[CH:32][NH:33]2)=[C:29]([NH:44][C:45]2[CH:46]=[CH:47][C:48]([N:51]3[CH2:52][CH2:53][N:54]([CH:57]4[CH2:58][O:59][CH2:60]4)[CH2:55][CH2:56]3)=[CH:49][CH:50]=2)[N:28]=1)(=[O:3])[CH3:2], predict the reactants needed to synthesize it. The reactants are: [C:1]([O:4][CH2:5][C:6]1[C:11]([N:12]2[CH2:24][CH2:23][N:15]3[C:16]4[CH2:17][CH2:18][CH2:19][CH2:20][C:21]=4[CH:22]=[C:14]3[C:13]2=[O:25])=[CH:10][C:9]([F:26])=[CH:8][C:7]=1[C:27]1[N:35]=[C:34]2[C:30]([N:31]=[CH:32][N:33]2COCC[Si](C)(C)C)=[C:29]([NH:44][C:45]2[CH:50]=[CH:49][C:48]([N:51]3[CH2:56][CH2:55][N:54]([CH:57]4[CH2:60][O:59][CH2:58]4)[CH2:53][CH2:52]3)=[CH:47][CH:46]=2)[N:28]=1)(=[O:3])[CH3:2].C(O)(C(F)(F)F)=O. (3) Given the product [Si:1]([O:18][CH2:19][C@@H:20]([N:23]1[C@H:28]([C:29]2[CH:30]=[CH:31][C:32]([Cl:35])=[CH:33][CH:34]=2)[C@@H:27]([C:36]2[CH:41]=[CH:40][CH:39]=[C:38]([Cl:42])[CH:37]=2)[CH2:26][CH:25]([O:43][CH3:48])[C:24]1=[O:44])[CH2:21][CH3:22])([C:14]([CH3:17])([CH3:16])[CH3:15])([C:8]1[CH:13]=[CH:12][CH:11]=[CH:10][CH:9]=1)[C:2]1[CH:7]=[CH:6][CH:5]=[CH:4][CH:3]=1, predict the reactants needed to synthesize it. The reactants are: [Si:1]([O:18][CH2:19][C@@H:20]([N:23]1[C@H:28]([C:29]2[CH:34]=[CH:33][C:32]([Cl:35])=[CH:31][CH:30]=2)[C@@H:27]([C:36]2[CH:41]=[CH:40][CH:39]=[C:38]([Cl:42])[CH:37]=2)[CH2:26][CH:25]([OH:43])[C:24]1=[O:44])[CH2:21][CH3:22])([C:14]([CH3:17])([CH3:16])[CH3:15])([C:8]1[CH:13]=[CH:12][CH:11]=[CH:10][CH:9]=1)[C:2]1[CH:7]=[CH:6][CH:5]=[CH:4][CH:3]=1.[H-].[Na+].I[CH3:48]. (4) Given the product [Cl:24][C:25]1[CH:30]=[CH:29][C:28]([NH:31][C:12]([C:8]2[C:9]3[C:4](=[CH:3][C:2]([OH:1])=[CH:11][CH:10]=3)[CH:5]=[CH:6][CH:7]=2)=[O:14])=[CH:27][CH:26]=1, predict the reactants needed to synthesize it. The reactants are: [OH:1][C:2]1[CH:3]=[C:4]2[C:9](=[CH:10][CH:11]=1)[C:8]([C:12]([OH:14])=O)=[CH:7][CH:6]=[CH:5]2.CCN(C(C)C)C(C)C.[Cl:24][C:25]1[CH:30]=[CH:29][C:28]([NH2:31])=[CH:27][CH:26]=1. (5) Given the product [NH:1]1[C:5]2[CH:6]=[CH:7][CH:8]=[CH:9][C:4]=2[N:3]=[C:2]1[NH:10][C:11]1[CH:42]=[CH:41][C:14]([CH2:15][NH:16][C:17]([C:19]2[CH:20]=[CH:21][C:22]3[CH:28]([CH2:29][C:30]([O-:32])=[O:31])[C:27]4[CH:34]=[CH:35][CH:36]=[CH:37][C:26]=4[C:25](=[O:38])[N:24]([CH3:39])[C:23]=3[CH:40]=2)=[O:18])=[CH:13][CH:12]=1.[Na+:46], predict the reactants needed to synthesize it. The reactants are: [NH:1]1[C:5]2[CH:6]=[CH:7][CH:8]=[CH:9][C:4]=2[N:3]=[C:2]1[NH:10][C:11]1[CH:42]=[CH:41][C:14]([CH2:15][NH:16][C:17]([C:19]2[CH:20]=[CH:21][C:22]3[CH:28]([CH2:29][C:30]([O:32]C)=[O:31])[C:27]4[CH:34]=[CH:35][CH:36]=[CH:37][C:26]=4[C:25](=[O:38])[N:24]([CH3:39])[C:23]=3[CH:40]=2)=[O:18])=[CH:13][CH:12]=1.CO.[OH-].[Na+:46]. (6) Given the product [C:34]([O:38][C:39]([N:40]1[CH2:51][C@H:41]1[CH2:42][O:43][C:44]1[CH:45]=[N:46][CH:47]=[C:48]([Br:50])[CH:49]=1)=[O:53])([CH3:37])([CH3:36])[CH3:35], predict the reactants needed to synthesize it. The reactants are: C1C=CC(P(C2C=CC=CC=2)C2C=CC=CC=2)=CC=1.CC(OC(/N=N/C(OC(C)C)=O)=O)C.[C:34]([O:38][C:39](=[O:53])[NH:40][C@@H:41]([CH2:51]O)[CH2:42][O:43][C:44]1[CH:45]=[N:46][CH:47]=[C:48]([Br:50])[CH:49]=1)([CH3:37])([CH3:36])[CH3:35]. (7) Given the product [F:24][C:23]([F:26])([F:25])[C:21]([NH:1][C:2]1[CH:3]=[C:4]([CH2:8][C:9]([O:11][CH3:12])=[O:10])[CH:5]=[CH:6][CH:7]=1)=[O:22], predict the reactants needed to synthesize it. The reactants are: [NH2:1][C:2]1[CH:3]=[C:4]([CH2:8][C:9]([O:11][CH3:12])=[O:10])[CH:5]=[CH:6][CH:7]=1.CC1C=CC=C(C)N=1.[C:21](O[C:21]([C:23]([F:26])([F:25])[F:24])=[O:22])([C:23]([F:26])([F:25])[F:24])=[O:22]. (8) Given the product [C:14]1([C:22]2[CH:23]=[CH:24][CH:25]=[CH:26][CH:27]=2)[CH:15]=[CH:16][C:17]([CH2:20][NH:1][C:2]2[CH:3]=[CH:4][C:5]([C@@H:8]3[CH2:10][C@H:9]3[C:11]([OH:13])=[O:12])=[CH:6][CH:7]=2)=[CH:18][CH:19]=1, predict the reactants needed to synthesize it. The reactants are: [NH2:1][C:2]1[CH:7]=[CH:6][C:5]([C@@H:8]2[CH2:10][C@H:9]2[C:11]([OH:13])=[O:12])=[CH:4][CH:3]=1.[C:14]1([C:22]2[CH:27]=[CH:26][CH:25]=[CH:24][CH:23]=2)[CH:19]=[CH:18][C:17]([CH:20]=O)=[CH:16][CH:15]=1.[BH-](OC(C)=O)(OC(C)=O)OC(C)=O.[Na+].O.